From a dataset of Reaction yield outcomes from USPTO patents with 853,638 reactions. Predict the reaction yield, written as a fraction of the theoretical maximum amount of product (1.0 means a 100% yield; for example, 0.34 means a 34% yield). The reactants are [Si]([O:8][C@@H:9]([C:55]1[CH:60]=[CH:59][CH:58]=[CH:57][C:56]=1[C:61]1[CH:66]=[CH:65][C:64]([Cl:67])=[CH:63][CH:62]=1)[CH:10]1[CH2:15][CH2:14][N:13]([C:16]2[CH:54]=[CH:53][C:19]([C:20]([NH:22][S:23]([C:26]3[CH:31]=[CH:30][C:29]([NH:32][C@H:33]([CH2:42][CH2:43][N:44]4[CH2:49][CH2:48][O:47][CH2:46][CH2:45]4)[CH2:34][S:35][C:36]4[CH:41]=[CH:40][CH:39]=[CH:38][CH:37]=4)=[C:28]([N+:50]([O-:52])=[O:51])[CH:27]=3)(=[O:25])=[O:24])=[O:21])=[CH:18][CH:17]=2)[CH2:12][CH2:11]1)(C(C)(C)C)(C)C.CCCC[N+](CCCC)(CCCC)CCCC.[F-]. No catalyst specified. The product is [Cl:67][C:64]1[CH:65]=[CH:66][C:61]([C:56]2[CH:57]=[CH:58][CH:59]=[CH:60][C:55]=2[C@H:9]([OH:8])[CH:10]2[CH2:11][CH2:12][N:13]([C:16]3[CH:17]=[CH:18][C:19]([C:20]([NH:22][S:23]([C:26]4[CH:31]=[CH:30][C:29]([NH:32][C@H:33]([CH2:42][CH2:43][N:44]5[CH2:45][CH2:46][O:47][CH2:48][CH2:49]5)[CH2:34][S:35][C:36]5[CH:41]=[CH:40][CH:39]=[CH:38][CH:37]=5)=[C:28]([N+:50]([O-:52])=[O:51])[CH:27]=4)(=[O:25])=[O:24])=[O:21])=[CH:53][CH:54]=3)[CH2:14][CH2:15]2)=[CH:62][CH:63]=1. The yield is 0.780.